From a dataset of Reaction yield outcomes from USPTO patents with 853,638 reactions. Predict the reaction yield, written as a fraction of the theoretical maximum amount of product (1.0 means a 100% yield; for example, 0.34 means a 34% yield). (1) The reactants are [CH2:1]([C@@H:8]1[NH:13][CH2:12][CH2:11][N:10]([C:14]2[CH:19]=[CH:18][C:17]([O:20][CH3:21])=[C:16]([O:22][CH:23]3[CH2:26][CH2:25][CH2:24]3)[CH:15]=2)[CH2:9]1)[C:2]1[CH:7]=[CH:6][CH:5]=[CH:4][CH:3]=1.C[O:28][C:29](=O)[CH2:30][C:31]1[O:35][CH:34]=[N:33][CH:32]=1. No catalyst specified. The product is [CH2:1]([C@H:8]1[CH2:9][N:10]([C:14]2[CH:19]=[CH:18][C:17]([O:20][CH3:21])=[C:16]([O:22][CH:23]3[CH2:26][CH2:25][CH2:24]3)[CH:15]=2)[CH2:11][CH2:12][N:13]1[C:29](=[O:28])[CH2:30][C:31]1[O:35][CH:34]=[N:33][CH:32]=1)[C:2]1[CH:3]=[CH:4][CH:5]=[CH:6][CH:7]=1. The yield is 0.170. (2) The reactants are [Cl:1][C:2]1[CH:3]=[C:4]([CH:13]([NH:16][C:17]([CH3:20])([CH3:19])[CH3:18])[CH2:14][OH:15])[CH:5]=[C:6]([C:9]([F:12])([F:11])[F:10])[C:7]=1[NH2:8].[C:21]([C@:29]([C:44]([OH:46])=[O:45])([OH:43])[C@:30]([C:35](=[O:42])[C:36]1[CH:41]=[CH:40][CH:39]=[CH:38][CH:37]=1)([OH:34])[C:31]([OH:33])=[O:32])(=[O:28])[C:22]1[CH:27]=[CH:26][CH:25]=[CH:24][CH:23]=1. The catalyst is C(O)C. The product is [C:35]([C@:30]([C:31]([OH:33])=[O:32])([OH:34])[C@:29]([C:21](=[O:28])[C:22]1[CH:27]=[CH:26][CH:25]=[CH:24][CH:23]=1)([OH:43])[C:44]([OH:46])=[O:45])(=[O:42])[C:36]1[CH:41]=[CH:40][CH:39]=[CH:38][CH:37]=1.[Cl:1][C:2]1[CH:3]=[C:4]([CH:13]([NH:16][C:17]([CH3:20])([CH3:19])[CH3:18])[CH2:14][OH:15])[CH:5]=[C:6]([C:9]([F:12])([F:11])[F:10])[C:7]=1[NH2:8]. The yield is 0.826.